Task: Predict the reaction yield, written as a fraction of the theoretical maximum amount of product (1.0 means a 100% yield; for example, 0.34 means a 34% yield).. Dataset: Reaction yield outcomes from USPTO patents with 853,638 reactions (1) The reactants are [CH2:1]([O:3][CH:4]([O:6][CH:7]1[CH2:19][CH2:18][C:17]([O:21][CH:22]([O:24][CH2:25][CH3:26])[CH3:23])([CH3:20])[CH:16]([OH:27])[CH:15]=[CH:14][CH:13]([CH3:28])[CH:12](/[C:29](/[CH3:56])=[CH:30]/[CH:31]=[CH:32]/[C:33]([O:50][CH:51]([O:53][CH2:54][CH3:55])[CH3:52])([CH3:49])[CH2:34][CH:35]2[O:48][CH:36]2[CH:37]([CH3:47])[CH:38]([O:41][CH:42]([O:44][CH2:45][CH3:46])[CH3:43])[CH2:39][CH3:40])[O:11][C:9](=[O:10])[CH2:8]1)[CH3:5])[CH3:2].C(N(CC)CC)C.ClC(O[C:68]1[CH:73]=[CH:72][C:71]([N+:74]([O-:76])=[O:75])=[CH:70][CH:69]=1)=O.[C:77]([O:80]CC)(=[O:79])C. The catalyst is ClCCl. The product is [CH2:1]([O:3][CH:4]([O:6][CH:7]1[CH2:19][CH2:18][C:17]([O:21][CH:22]([O:24][CH2:25][CH3:26])[CH3:23])([CH3:20])[CH:16]([O:27][C:68]2[CH:73]=[CH:72][C:71]([N+:74]([O-:76])=[O:75])=[CH:70][CH:69]=2)[CH:15]=[CH:14][CH:13]([CH3:28])[CH:12](/[C:29](/[CH3:56])=[CH:30]/[CH:31]=[CH:32]/[C:33]([O:50][CH:51]([O:53][CH2:54][CH3:55])[CH3:52])([CH3:49])[CH2:34][CH:35]2[O:48][CH:36]2[CH:37]([CH3:47])[CH:38]([O:41][CH:42]([O:44][CH2:45][CH3:46])[CH3:43])[CH2:39][CH3:40])[O:11][C:9](=[O:10])[CH:8]1[C:77]([OH:80])=[O:79])[CH3:5])[CH3:2]. The yield is 0.800. (2) The reactants are [C:1]12([NH2:11])[CH2:10][CH:5]3[CH2:6][CH:7]([CH2:9][CH:3]([CH2:4]3)[CH2:2]1)[CH2:8]2.[Cl:12][C:13]1[CH:14]=[C:15]([CH:18]=[CH:19][C:20]=1[OH:21])[CH:16]=O. No catalyst specified. The product is [C:1]12([NH:11][CH2:16][C:15]3[CH:18]=[CH:19][C:20]([OH:21])=[C:13]([Cl:12])[CH:14]=3)[CH2:8][CH:7]3[CH2:6][CH:5]([CH2:4][CH:3]([CH2:9]3)[CH2:2]1)[CH2:10]2. The yield is 0.650. (3) The reactants are [S:1]1[C:5]2[CH:6]=[CH:7][CH:8]=[CH:9][C:4]=2[N:3]=[C:2]1[C:10]1[C:18]2[CH2:17][CH2:16][N:15](C(OC(C)(C)C)=O)[CH2:14][C:13]=2[S:12][C:11]=1[NH:26][CH2:27][CH3:28].[F:29][C:30]([F:35])([F:34])[C:31]([OH:33])=[O:32]. The catalyst is ClCCl. The product is [F:29][C:30]([F:35])([F:34])[C:31]([O-:33])=[O:32].[S:1]1[C:5]2[CH:6]=[CH:7][CH:8]=[CH:9][C:4]=2[N:3]=[C:2]1[C:10]1[C:18]2[CH2:17][CH2:16][NH2+:15][CH2:14][C:13]=2[S:12][C:11]=1[NH:26][CH2:27][CH3:28]. The yield is 0.990. (4) The reactants are Br[C:2]1[CH:3]=[CH:4][C:5]2[NH:10][S:9](=[O:12])(=[O:11])[CH2:8][CH2:7][C:6]=2[CH:13]=1.[F:14][C:15]([F:26])([F:25])[C:16]1[CH:21]=[CH:20][C:19](B(O)O)=[CH:18][CH:17]=1.C([O-])(=O)C.[K+].Cl. The catalyst is C1C=CC([P]([Pd]([P](C2C=CC=CC=2)(C2C=CC=CC=2)C2C=CC=CC=2)([P](C2C=CC=CC=2)(C2C=CC=CC=2)C2C=CC=CC=2)[P](C2C=CC=CC=2)(C2C=CC=CC=2)C2C=CC=CC=2)(C2C=CC=CC=2)C2C=CC=CC=2)=CC=1.O1CCOCC1. The product is [F:14][C:15]([F:26])([F:25])[C:16]1[CH:21]=[CH:20][C:19]([C:2]2[CH:3]=[CH:4][C:5]3[NH:10][S:9](=[O:12])(=[O:11])[CH2:8][CH2:7][C:6]=3[CH:13]=2)=[CH:18][CH:17]=1. The yield is 0.530.